Dataset: Catalyst prediction with 721,799 reactions and 888 catalyst types from USPTO. Task: Predict which catalyst facilitates the given reaction. (1) Reactant: [CH2:1]([N:8]1[C:12]2[CH:13]=[C:14](Cl)[C:15]3[N:16]([C:17]([CH3:20])=[N:18][N:19]=3)[C:11]=2[CH:10]=[C:9]1[CH3:22])[C:2]1[CH:7]=[CH:6][CH:5]=[CH:4][CH:3]=1.[O:23]1[CH2:28][CH2:27][CH:26]([NH2:29])[CH2:25][CH2:24]1.CC(C)([O-])C.[Na+].CC1(C)C2C=CC=C(P(C3C=CC=CC=3)C3C=CC=CC=3)C=2OC2C1=CC=CC=2P(C1C=CC=CC=1)C1C=CC=CC=1. Product: [CH2:1]([N:8]1[C:12]2[CH:13]=[C:14]([NH:29][CH:26]3[CH2:27][CH2:28][O:23][CH2:24][CH2:25]3)[C:15]3[N:16]([C:17]([CH3:20])=[N:18][N:19]=3)[C:11]=2[CH:10]=[C:9]1[CH3:22])[C:2]1[CH:7]=[CH:6][CH:5]=[CH:4][CH:3]=1. The catalyst class is: 101. (2) Reactant: [NH2:1][C:2]1[C:7]([C:8]2[CH:9]=[C:10]([NH:16][S:17]([C:20]3[CH:25]=[CH:24][C:23]([O:26]C)=[CH:22][CH:21]=3)(=[O:19])=[O:18])[C:11]([CH2:14][CH3:15])=[N:12][CH:13]=2)=[C:6]([NH:28][C@H:29]([C:31]2[N:36]([C:37]3[CH:42]=[CH:41][CH:40]=[CH:39][CH:38]=3)[C:35](=[O:43])[C:34]3=[C:44]([CH3:47])[CH:45]=[CH:46][N:33]3[N:32]=2)[CH3:30])[N:5]=[CH:4][N:3]=1.B(Br)(Br)Br. Product: [NH2:1][C:2]1[C:7]([C:8]2[CH:9]=[C:10]([NH:16][S:17]([C:20]3[CH:21]=[CH:22][C:23]([OH:26])=[CH:24][CH:25]=3)(=[O:19])=[O:18])[C:11]([CH2:14][CH3:15])=[N:12][CH:13]=2)=[C:6]([NH:28][C@H:29]([C:31]2[N:36]([C:37]3[CH:42]=[CH:41][CH:40]=[CH:39][CH:38]=3)[C:35](=[O:43])[C:34]3=[C:44]([CH3:47])[CH:45]=[CH:46][N:33]3[N:32]=2)[CH3:30])[N:5]=[CH:4][N:3]=1. The catalyst class is: 4. (3) The catalyst class is: 18. Product: [CH:1]([N:4]1[CH2:9][CH2:8][CH:7]([O:10][C:14]2[CH:19]=[CH:18][C:17]([C:20](=[O:22])[CH3:21])=[CH:16][CH:15]=2)[CH2:6][CH2:5]1)([CH3:3])[CH3:2]. Reactant: [CH:1]([N:4]1[CH2:9][CH2:8][CH:7]([OH:10])[CH2:6][CH2:5]1)([CH3:3])[CH3:2].[H-].[Na+].F[C:14]1[CH:19]=[CH:18][C:17]([C:20](=[O:22])[CH3:21])=[CH:16][CH:15]=1. (4) Reactant: [NH2:1][C@@H:2]([CH2:33][C:34]1[CH:39]=[CH:38][CH:37]=[CH:36][CH:35]=1)[C@@H:3]([OH:32])[CH2:4][C@@H:5]([NH:19][C:20]([C@@H:22]([NH:27][C:28](=[O:31])[O:29][CH3:30])[C:23]([CH3:26])([CH3:25])[CH3:24])=[O:21])[CH2:6][C:7]1[CH:12]=[CH:11][C:10]([C:13]2[CH:18]=[CH:17][CH:16]=[CH:15][N:14]=2)=[CH:9][CH:8]=1.[N:40]([C@@H:43]([C@H:47]1[CH2:51][CH2:50][O:49][CH2:48]1)[C:44](O)=[O:45])=[N+:41]=[N-:42].CCOP(ON1N=NC2C=CC=CC=2C1=O)(OCC)=O.C(N(CC)C(C)C)(C)C. Product: [N:40]([C@@H:43]([C@H:47]1[CH2:51][CH2:50][O:49][CH2:48]1)[C:44]([NH:1][C@@H:2]([CH2:33][C:34]1[CH:35]=[CH:36][CH:37]=[CH:38][CH:39]=1)[C@@H:3]([OH:32])[CH2:4][C@@H:5]([NH:19][C:20](=[O:21])[C@H:22]([C:23]([CH3:26])([CH3:25])[CH3:24])[NH:27][C:28]([O:29][CH3:30])=[O:31])[CH2:6][C:7]1[CH:12]=[CH:11][C:10]([C:13]2[CH:18]=[CH:17][CH:16]=[CH:15][N:14]=2)=[CH:9][CH:8]=1)=[O:45])=[N+:41]=[N-:42]. The catalyst class is: 7. (5) Reactant: [Cl:1][C:2]1[CH:7]=[CH:6][CH:5]=[C:4]([Cl:8])[C:3]=1[NH:9][C:10]1[NH:11][C:12]2[C:18]3[CH2:19][C:20]([CH3:23])([CH3:22])[O:21][C:17]=3[C:16]([C:24](O)=[O:25])=[CH:15][C:13]=2[N:14]=1.F[B-](F)(F)F.[N:32]1(OC(N(C)C)=[N+](C)C)[C:36]2C=[CH:38][CH:39]=[CH:40][C:35]=2N=N1.CN1CCOCC1.C(N)CCCC. Product: [Cl:8][C:4]1[CH:5]=[CH:6][CH:7]=[C:2]([Cl:1])[C:3]=1[NH:9][C:10]1[NH:11][C:12]2[C:18]3[CH2:19][C:20]([CH3:23])([CH3:22])[O:21][C:17]=3[C:16]([C:24]([NH:32][CH2:36][CH2:35][CH2:40][CH2:39][CH3:38])=[O:25])=[CH:15][C:13]=2[N:14]=1. The catalyst class is: 118. (6) Reactant: [CH3:1][O:2][C:3]([CH:5]1[CH:9]([CH:10]2[CH2:12][CH2:11]2)[CH2:8][N:7](CC2C=CC=CC=2)[CH2:6]1)=[O:4]. Product: [CH3:1][O:2][C:3]([CH:5]1[CH:9]([CH:10]2[CH2:12][CH2:11]2)[CH2:8][NH:7][CH2:6]1)=[O:4]. The catalyst class is: 19. (7) Reactant: [NH2:1][C:2]1[CH:7]=[CH:6][C:5]([CH:8]2[CH2:13][CH2:12][N:11]([CH2:14][CH2:15][N:16]([CH3:24])[C:17](=[O:23])[O:18][C:19]([CH3:22])([CH3:21])[CH3:20])[CH2:10][CH2:9]2)=[CH:4][C:3]=1[N+:25]([O-])=O. Product: [NH2:25][C:3]1[CH:4]=[C:5]([CH:8]2[CH2:9][CH2:10][N:11]([CH2:14][CH2:15][N:16]([CH3:24])[C:17](=[O:23])[O:18][C:19]([CH3:20])([CH3:21])[CH3:22])[CH2:12][CH2:13]2)[CH:6]=[CH:7][C:2]=1[NH2:1]. The catalyst class is: 43. (8) Reactant: Br[C:2]1[CH:9]=[CH:8][C:5]([C:6]#[N:7])=[CH:4][C:3]=1[CH3:10].CNCCNC.[I-].[Na+].[NH:19]1[C:27]2[C:22](=[CH:23][CH:24]=[CH:25][N:26]=2)[CH:21]=[CH:20]1.[O-]P([O-])([O-])=O.[K+].[K+].[K+]. Product: [CH3:10][C:3]1[CH:4]=[C:5]([CH:8]=[CH:9][C:2]=1[N:19]1[C:27]2=[N:26][CH:25]=[CH:24][CH:23]=[C:22]2[CH:21]=[CH:20]1)[C:6]#[N:7]. The catalyst class is: 432. (9) Reactant: [NH2:1][C:2]1[S:3][C:4]([C:7]([O:9][CH3:10])=[O:8])=[CH:5][N:6]=1.O1CCCC1.C(N(C(C)C)CC)(C)C.Cl[C:26]([O:28][CH2:29][C:30]1[CH:35]=[CH:34][CH:33]=[CH:32][CH:31]=1)=[O:27]. Product: [CH2:29]([O:28][C:26]([NH:1][C:2]1[S:3][C:4]([C:7]([O:9][CH3:10])=[O:8])=[CH:5][N:6]=1)=[O:27])[C:30]1[CH:35]=[CH:34][CH:33]=[CH:32][CH:31]=1. The catalyst class is: 24.